Binary Classification. Given a drug SMILES string, predict its activity (active/inactive) in a high-throughput screening assay against a specified biological target. From a dataset of HIV replication inhibition screening data with 41,000+ compounds from the AIDS Antiviral Screen. (1) The molecule is COC(=O)C1=C(C)C=C(N2CCOCC2)C(C(=O)OC)C1c1ccccc1. The result is 0 (inactive). (2) The compound is O=C1CCC(c2ccccc2)C(O)(C(=O)O)C1. The result is 0 (inactive).